Dataset: Peptide-MHC class II binding affinity with 134,281 pairs from IEDB. Task: Regression. Given a peptide amino acid sequence and an MHC pseudo amino acid sequence, predict their binding affinity value. This is MHC class II binding data. (1) The peptide sequence is EKKYFAATQFEPLAD. The MHC is HLA-DQA10501-DQB10201 with pseudo-sequence HLA-DQA10501-DQB10201. The binding affinity (normalized) is 0.555. (2) The peptide sequence is MYSIVLHIQLEHKRH. The MHC is DRB1_0101 with pseudo-sequence DRB1_0101. The binding affinity (normalized) is 0.644. (3) The peptide sequence is YANYRDIDLGRNEVV. The MHC is HLA-DQA10301-DQB10302 with pseudo-sequence HLA-DQA10301-DQB10302. The binding affinity (normalized) is 0.264. (4) The peptide sequence is YDKFCANVSTVLTGK. The MHC is DRB1_1602 with pseudo-sequence DRB1_1602. The binding affinity (normalized) is 0.833.